Predict which catalyst facilitates the given reaction. From a dataset of Catalyst prediction with 721,799 reactions and 888 catalyst types from USPTO. (1) Reactant: CN(C)[CH2:3][CH2:4][NH:5][C:6](=[O:42])[CH2:7][O:8][C:9]1[CH:10]=[C:11]([C:15]2[N:24]=[C:23]([NH:25][C:26]3[CH:27]=[C:28]4[C:32](=[CH:33][CH:34]=3)[N:31](C(OC(C)(C)C)=O)[N:30]=[CH:29]4)[C:22]3[C:17](=[CH:18][CH:19]=[CH:20][CH:21]=3)[N:16]=2)[CH:12]=[CH:13][CH:14]=1.C(O)(C(F)(F)F)=O. Product: [NH:31]1[C:32]2[C:28](=[CH:27][C:26]([NH:25][C:23]3[C:22]4[C:17](=[CH:18][CH:19]=[CH:20][CH:21]=4)[N:16]=[C:15]([C:11]4[CH:12]=[CH:13][CH:14]=[C:9]([O:8][CH2:7][C:6]5[O:42][CH:3]=[CH:4][N:5]=5)[CH:10]=4)[N:24]=3)=[CH:34][CH:33]=2)[CH:29]=[N:30]1. The catalyst class is: 2. (2) Reactant: [S:1]1[CH:5]=[CH:4][CH:3]=[C:2]1[C:6](=[O:10])[C:7](O)=[O:8].C(Cl)Cl.C(Cl)(=O)C(Cl)=O.[CH3:20][N:21]([CH3:28])[CH:22]1[CH2:27][CH2:26][NH:25][CH2:24][CH2:23]1.CCN(C(C)C)C(C)C.C1COCC1.[S:43]1[CH:47]=[CH:46][CH:45]=[C:44]1[Mg]Br. Product: [CH3:20][N:21]([CH3:28])[CH:22]1[CH2:27][CH2:26][N:25]([C:7](=[O:8])[C:6]([OH:10])([C:2]2[S:1][CH:5]=[CH:4][CH:3]=2)[C:44]2[S:43][CH:47]=[CH:46][CH:45]=2)[CH2:24][CH2:23]1. The catalyst class is: 241. (3) Reactant: [F:1][C:2]1[CH:3]=[CH:4][CH:5]=[C:6]2[C:11]=1[C:10]([CH3:13])([CH3:12])[C:9](=[O:14])[C:8]([C:15]([NH:17][CH2:18][C:19]([O:21]C(C)(C)C)=[O:20])=[O:16])=[C:7]2[OH:26].C(O)(C(F)(F)F)=O. Product: [F:1][C:2]1[CH:3]=[CH:4][CH:5]=[C:6]2[C:11]=1[C:10]([CH3:13])([CH3:12])[C:9](=[O:14])[C:8]([C:15]([NH:17][CH2:18][C:19]([OH:21])=[O:20])=[O:16])=[C:7]2[OH:26]. The catalyst class is: 6. (4) Reactant: [Br:1][C:2]1[CH:3]=[CH:4][C:5]2[O:9][C:8]([CH:11]3[CH2:16][CH2:15][NH:14][CH2:13][CH2:12]3)([CH3:10])[CH2:7][C:6]=2[CH:17]=1.Cl[C:19]1[N:24]=[CH:23][C:22]([CH:25]2[CH2:27][CH2:26]2)=[CH:21][N:20]=1.C([O-])([O-])=O.[K+].[K+]. Product: [Br:1][C:2]1[CH:3]=[CH:4][C:5]2[O:9][C:8]([CH:11]3[CH2:16][CH2:15][N:14]([C:19]4[N:24]=[CH:23][C:22]([CH:25]5[CH2:27][CH2:26]5)=[CH:21][N:20]=4)[CH2:13][CH2:12]3)([CH3:10])[CH2:7][C:6]=2[CH:17]=1. The catalyst class is: 3.